This data is from Reaction yield outcomes from USPTO patents with 853,638 reactions. The task is: Predict the reaction yield, written as a fraction of the theoretical maximum amount of product (1.0 means a 100% yield; for example, 0.34 means a 34% yield). The reactants are [C:1]([O:9][CH2:10][CH3:11])(=[O:8])[CH2:2][C:3]([O:5]CC)=O.[H-].[Na+].[CH3:14][N:15]1C(=O)O[C:18](=[O:19])[C:17]2=[CH:23][CH:24]=[CH:25][CH:26]=[C:16]12.C(OC(C)C)(C)C. The catalyst is CN(C=O)C. The product is [OH:19][C:18]1[C:17]2[C:16](=[CH:26][CH:25]=[CH:24][CH:23]=2)[N:15]([CH3:14])[C:3](=[O:5])[C:2]=1[C:1]([O:9][CH2:10][CH3:11])=[O:8]. The yield is 0.580.